This data is from Forward reaction prediction with 1.9M reactions from USPTO patents (1976-2016). The task is: Predict the product of the given reaction. (1) Given the reactants [Br:1][C:2]1[CH:3]=[C:4]2[C:8](=[CH:9][CH:10]=1)[NH:7][N:6]=[C:5]2[CH:11]1[CH2:14][CH2:13][CH2:12]1.[H-].[Na+].Br[CH:18]([CH3:20])[CH3:19], predict the reaction product. The product is: [Br:1][C:2]1[CH:3]=[C:4]2[C:8](=[CH:9][CH:10]=1)[N:7]([CH:18]([CH3:20])[CH3:19])[N:6]=[C:5]2[CH:11]1[CH2:14][CH2:13][CH2:12]1. (2) Given the reactants [F:1][C:2]1[CH:7]=[CH:6][C:5]([C:8]2[O:9][C:10]3[CH:20]=[C:19]([N:21]([CH3:26])[S:22]([CH3:25])(=[O:24])=[O:23])[C:18](B4OC(C)(C)C(C)(C)O4)=[CH:17][C:11]=3[C:12]=2[C:13]([NH:15][CH3:16])=[O:14])=[CH:4][CH:3]=1.Br[C:37]1[CH:38]=[C:39]([C:45]2O[C:47]3[CH:53]=[CH:52][CH:51]=[C:50](F)[C:48]=3[N:49]=2)C(OC)=[N:41][CH:42]=1.[O-]P([O-])([O-])=O.[K+].[K+].[K+].[CH3:63][N:64](C=O)C, predict the reaction product. The product is: [N:49]1([C:45]2[CH:39]=[C:38]([C:18]3[C:19]([N:21]([CH3:26])[S:22]([CH3:25])(=[O:23])=[O:24])=[CH:20][C:10]4[O:9][C:8]([C:5]5[CH:4]=[CH:3][C:2]([F:1])=[CH:7][CH:6]=5)=[C:12]([C:13]([NH:15][CH3:16])=[O:14])[C:11]=4[CH:17]=3)[CH:37]=[CH:42][N:41]=2)[C:48]2[C:47](=[CH:53][CH:52]=[CH:51][CH:50]=2)[CH:63]=[N:64]1. (3) Given the reactants N1C=CN=C1.[NH2:6][C:7]([CH:9]1[CH2:13][CH:12]([F:14])[CH2:11][N:10]1[C:15]([O:17][C:18]([CH3:21])([CH3:20])[CH3:19])=[O:16])=O.P(Cl)(Cl)(Cl)=O.[Cl-].[Na+], predict the reaction product. The product is: [C:7]([C@@H:9]1[CH2:13][C@H:12]([F:14])[CH2:11][N:10]1[C:15]([O:17][C:18]([CH3:21])([CH3:20])[CH3:19])=[O:16])#[N:6].